Predict the reaction yield, written as a fraction of the theoretical maximum amount of product (1.0 means a 100% yield; for example, 0.34 means a 34% yield). From a dataset of Reaction yield outcomes from USPTO patents with 853,638 reactions. (1) The catalyst is CC(C)=O. The reactants are [NH2:1][C:2]1[CH:10]=[CH:9][C:5]([C:6]([OH:8])=[O:7])=[CH:4][C:3]=1[C:11]([OH:13])=O.[CH:14]([NH2:16])=O. The yield is 0.610. The product is [O:13]=[C:11]1[C:3]2[C:2](=[CH:10][CH:9]=[C:5]([C:6]([OH:8])=[O:7])[CH:4]=2)[N:1]=[CH:14][NH:16]1. (2) The reactants are [C:1]1([S:7]([C:10]2[CH:15]=[CH:14][CH:13]=[CH:12][C:11]=2[NH:16][N:17]=[C:18]([C:21]#[N:22])[C:19]#[N:20])(=O)=[O:8])[CH:6]=[CH:5][CH:4]=[CH:3][CH:2]=1.C1(S(C2C=CC=CC=2N)(=O)=O)C=CC=CC=1.C(#N)CC#N.[OH2:44].[NH2:45][NH2:46]. No catalyst specified. The product is [NH2:22][C:21]1[C:18](=[N:17][NH:16][C:11]2[CH:12]=[CH:13][CH:14]=[CH:15][C:10]=2[S:7]([C:1]2[CH:6]=[CH:5][CH:4]=[CH:3][CH:2]=2)(=[O:8])=[O:44])[C:19]([NH2:20])=[N:46][N:45]=1. The yield is 0.200. (3) The reactants are [NH2:1][C:2]1[CH:11]=[C:10]([C:12]([O:14][CH3:15])=[O:13])[CH:9]=[CH:8][C:3]=1[C:4]([O:6]C)=O.C(N(CC)CC)C.[Cl:23][C:24]1[CH:29]=[CH:28][C:27]([N:30]=[C:31]=[O:32])=[CH:26][CH:25]=1. The catalyst is O1CCOCC1. The product is [Cl:23][C:24]1[CH:29]=[CH:28][C:27]([N:30]2[C:4](=[O:6])[C:3]3[C:2](=[CH:11][C:10]([C:12]([O:14][CH3:15])=[O:13])=[CH:9][CH:8]=3)[NH:1][C:31]2=[O:32])=[CH:26][CH:25]=1. The yield is 0.660.